This data is from Full USPTO retrosynthesis dataset with 1.9M reactions from patents (1976-2016). The task is: Predict the reactants needed to synthesize the given product. (1) The reactants are: [C:1]([N:4]1[C:12]2[C:7](=[CH:8][CH:9]=[CH:10][CH:11]=2)[CH2:6][CH:5]1[CH3:13])(=[O:3])[CH3:2].[Cl-].[Al+3].[Cl-].[Cl-].[C:18](Cl)(=[O:20])[CH3:19]. Given the product [C:1]([N:4]1[C:12]2[C:7](=[CH:8][C:9]([C:18](=[O:20])[CH3:19])=[CH:10][CH:11]=2)[CH2:6][CH:5]1[CH3:13])(=[O:3])[CH3:2], predict the reactants needed to synthesize it. (2) Given the product [I:1][C:2]1[C:7]([O:8][CH3:9])=[CH:6][CH:5]=[CH:4][C:3]=1[CH2:10][N:12]1[CH:16]=[CH:15][N:14]=[CH:13]1, predict the reactants needed to synthesize it. The reactants are: [I:1][C:2]1[C:7]([O:8][CH3:9])=[CH:6][CH:5]=[CH:4][C:3]=1[CH2:10]O.[NH:12]1[CH:16]=[CH:15][N:14]=[CH:13]1.C1(P(C2C=CC=CC=2)C2C=CC=CC=2)C=CC=CC=1.N(C(OCC)=O)=NC(OCC)=O. (3) Given the product [CH2:35]([O:34][CH2:33][C@H:31]1[CH2:32][C@H:29]([N:16]2[C:17]3=[N:18][CH:19]=[N:20][C:21]([NH2:23])=[C:22]3[C:14]([C:11]3[CH:12]=[CH:13][C:8]([O:1][C:2]4[CH:7]=[CH:6][CH:5]=[CH:4][CH:3]=4)=[CH:9][CH:10]=3)=[N:15]2)[CH2:30]1)[C:36]1[CH:41]=[CH:40][CH:39]=[CH:38][CH:37]=1, predict the reactants needed to synthesize it. The reactants are: [O:1]([C:8]1[CH:13]=[CH:12][C:11]([C:14]2[C:22]3[C:17](=[N:18][CH:19]=[N:20][C:21]=3[NH2:23])[NH:16][N:15]=2)=[CH:10][CH:9]=1)[C:2]1[CH:7]=[CH:6][CH:5]=[CH:4][CH:3]=1.CS(O[C@H:29]1[CH2:32][C@@H:31]([CH2:33][O:34][CH2:35][C:36]2[CH:41]=[CH:40][CH:39]=[CH:38][CH:37]=2)[CH2:30]1)(=O)=O.C(=O)([O-])[O-].[Cs+].[Cs+].O. (4) Given the product [N:14]1[C:6]2[C:5]3[S:15][C:2]([C:25]4[CH:30]=[CH:29][C:28]([C:31]#[N:32])=[N:27][CH:26]=4)=[CH:3][C:4]=3[CH2:10][CH2:9][O:8][C:7]=2[CH:11]=[CH:12][CH:13]=1, predict the reactants needed to synthesize it. The reactants are: Br[C:2]1[S:15][C:5]2[C:6]3[N:14]=[CH:13][CH:12]=[CH:11][C:7]=3[O:8][CH2:9][CH2:10][C:4]=2[CH:3]=1.B1([C:25]2[CH:30]=[CH:29][C:28]([C:31]#[N:32])=[N:27][CH:26]=2)OC(C)(C)C(C)(C)O1.C(=O)([O-])[O-].[Na+].[Na+]. (5) Given the product [C:1]([N:4]1[C:13]2[C:8](=[CH:9][C:10]([C:14]3[CH:15]=[CH:16][C:17]([C:20]([NH:66][CH2:67][CH2:68][OH:69])=[O:22])=[N:18][CH:19]=3)=[CH:11][CH:12]=2)[C@H:7]([NH:23][C:24]2[CH:29]=[N:28][C:27]([C:30]#[N:31])=[CH:26][N:25]=2)[CH2:6][C@@H:5]1[CH3:32])(=[O:3])[CH3:2], predict the reactants needed to synthesize it. The reactants are: [C:1]([N:4]1[C:13]2[C:8](=[CH:9][C:10]([C:14]3[CH:15]=[CH:16][C:17]([C:20]([OH:22])=O)=[N:18][CH:19]=3)=[CH:11][CH:12]=2)[C@H:7]([NH:23][C:24]2[CH:29]=[N:28][C:27]([C:30]#[N:31])=[CH:26][N:25]=2)[CH2:6][C@@H:5]1[CH3:32])(=[O:3])[CH3:2].CN(C(ON1N=NC2C=CC=NC1=2)=[N+](C)C)C.F[P-](F)(F)(F)(F)F.CCN(C(C)C)C(C)C.[NH2:66][CH2:67][CH2:68][OH:69]. (6) The reactants are: F[C:2]1[CH:7]=[CH:6][C:5]([F:8])=[CH:4][C:3]=1[F:9].[NH2:10][C:11]1[CH:15]=[CH:14][N:13]([CH3:16])[N:12]=1.Cl[C:18]1[C:27]2[C:22](=[CH:23][CH:24]=[C:25]([OH:28])[CH:26]=2)[N:21]=[CH:20][N:19]=1. Given the product [F:9][C:3]1[CH:4]=[C:5]([F:8])[CH:6]=[CH:7][C:2]=1[O:28][C:25]1[CH:26]=[C:27]2[C:22](=[CH:23][CH:24]=1)[N:21]=[CH:20][N:19]=[C:18]2[NH:10][C:11]1[CH:15]=[CH:14][N:13]([CH3:16])[N:12]=1, predict the reactants needed to synthesize it.